This data is from Forward reaction prediction with 1.9M reactions from USPTO patents (1976-2016). The task is: Predict the product of the given reaction. (1) The product is: [Cl:1][C:2]1[CH:3]=[C:4]([F:24])[C:5]([C:6](=[O:7])[N:8]([CH2:16][C:17]([CH3:18])([CH3:19])[CH3:20])[C:9]2[CH:14]=[CH:13][CH:12]=[C:11]([CH3:15])[N:10]=2)=[C:21]([N:46]2[CH2:45][CH2:44][CH:43]([CH2:42][O:41][C:37]3[CH:36]=[C:35]([CH:28]([CH:25]4[CH2:27][CH2:26]4)[CH2:29][C:30]([O:32][CH2:33][CH3:34])=[O:31])[CH:40]=[CH:39][N:38]=3)[CH2:48][CH2:47]2)[CH:22]=1. Given the reactants [Cl:1][C:2]1[CH:22]=[C:21](F)[C:5]([C:6]([N:8]([CH2:16][C:17]([CH3:20])([CH3:19])[CH3:18])[C:9]2[CH:14]=[CH:13][CH:12]=[C:11]([CH3:15])[N:10]=2)=[O:7])=[C:4]([F:24])[CH:3]=1.[CH:25]1([CH:28]([C:35]2[CH:40]=[CH:39][N:38]=[C:37]([O:41][CH2:42][CH:43]3[CH2:48][CH2:47][NH:46][CH2:45][CH2:44]3)[CH:36]=2)[CH2:29][C:30]([O:32][CH2:33][CH3:34])=[O:31])[CH2:27][CH2:26]1.C(=O)([O-])[O-].[Cs+].[Cs+], predict the reaction product. (2) Given the reactants C(O[C:6]([N:8]1[CH2:12][C:11](=[N:13][O:14][CH2:15][CH3:16])[CH2:10][C@H:9]1[C:17]([OH:19])=O)=[O:7])(C)(C)C.[O:20]=[C:21]1[C:26](C(Cl)=O)=[CH:25][CH:24]=[C:23]([CH2:30][CH2:31][CH2:32][CH2:33][CH3:34])[O:22]1.[CH2:35]([N:37]1[C:49]2[CH:48]=[CH:47][C:46]([NH2:50])=[CH:45][C:44]=2[C:43]2[C:38]1=[CH:39][CH:40]=[CH:41][CH:42]=2)[CH3:36], predict the reaction product. The product is: [CH2:15]([O:14][N:13]=[C:11]1[CH2:12][N:8]([C:6]([C:26]2[C:21](=[O:20])[O:22][C:23]([CH2:30][CH2:31][CH2:32][CH2:33][CH3:34])=[CH:24][CH:25]=2)=[O:7])[C@H:9]([C:17]([NH:50][C:46]2[CH:47]=[CH:48][C:49]3[N:37]([CH2:35][CH3:36])[C:38]4[C:43]([C:44]=3[CH:45]=2)=[CH:42][CH:41]=[CH:40][CH:39]=4)=[O:19])[CH2:10]1)[CH3:16]. (3) Given the reactants C[O:2][C:3](=[O:35])[C:4]1[C:9]([NH:10][C:11](=[O:13])[CH3:12])=[CH:8][CH:7]=[C:6]([N:14]2[C:18]([CH3:19])=[CH:17][CH:16]=[C:15]2[C:20]2[CH:25]=[C:24]([Cl:26])[CH:23]=[CH:22][C:21]=2[O:27][CH2:28][C:29]2[CH:34]=[CH:33][CH:32]=[CH:31][CH:30]=2)[CH:5]=1, predict the reaction product. The product is: [Cl:26][C:24]1[CH:23]=[CH:22][C:21]([O:27][CH2:28][C:29]2[CH:30]=[CH:31][CH:32]=[CH:33][CH:34]=2)=[C:20]([C:15]2[N:14]([C:6]3[CH:5]=[C:4]([C:9]([NH:10][C:11](=[O:13])[CH3:12])=[CH:8][CH:7]=3)[C:3]([OH:35])=[O:2])[C:18]([CH3:19])=[CH:17][CH:16]=2)[CH:25]=1. (4) Given the reactants [Br:1][C:2]1[CH:3]=[C:4]2[C:9](=[CH:10][CH:11]=1)[S:8][CH2:7][CH2:6][C@@:5]12[C:16]([F:18])([F:17])[CH2:15][O:14][C:13]([NH2:19])=[N:12]1.C(N(CC)CC)C.[CH3:27][O:28][C:29]1[CH:50]=[CH:49][C:32]([C:33](Cl)([C:42]2[CH:47]=[CH:46][CH:45]=[CH:44][CH:43]=2)[C:34]2[CH:39]=[CH:38][C:37]([O:40][CH3:41])=[CH:36][CH:35]=2)=[CH:31][CH:30]=1, predict the reaction product. The product is: [CH3:41][O:40][C:37]1[CH:36]=[CH:35][C:34]([C:33]([C:32]2[CH:31]=[CH:30][C:29]([O:28][CH3:27])=[CH:50][CH:49]=2)([C:42]2[CH:47]=[CH:46][CH:45]=[CH:44][CH:43]=2)[NH:19][C:13]2[O:14][CH2:15][C:16]([F:18])([F:17])[C@:5]3([N:12]=2)[C:4]2[C:9](=[CH:10][CH:11]=[C:2]([Br:1])[CH:3]=2)[S:8][CH2:7][CH2:6]3)=[CH:39][CH:38]=1. (5) Given the reactants [CH2:1]([O:3][P:4]([C:9](Br)([F:11])[F:10])(=[O:8])[O:5][CH2:6][CH3:7])[CH3:2].[C:13]([O:17][C:18](=[O:36])[N:19]([CH2:28][C:29]1[CH:34]=[CH:33][C:32](I)=[CH:31][CH:30]=1)[CH2:20][C:21]1[CH:26]=[CH:25][C:24](I)=[CH:23][CH:22]=1)([CH3:16])([CH3:15])[CH3:14].[OH2:37], predict the reaction product. The product is: [CH2:1]([O:3][P:4]([C:9]([C:24]1[CH:25]=[CH:26][C:21]([CH2:20][N:19]([C:18]([O:17][C:13]([CH3:16])([CH3:15])[CH3:14])=[O:36])[CH2:28][C:29]2[CH:34]=[CH:33][C:32]([C:9]([P:4]([O:5][CH2:6][CH3:7])([O:3][CH2:1][CH3:2])=[O:37])([F:11])[F:10])=[CH:31][CH:30]=2)=[CH:22][CH:23]=1)([F:11])[F:10])(=[O:8])[O:5][CH2:6][CH3:7])[CH3:2]. (6) Given the reactants [CH3:1][N:2]([CH:4]([CH:7]1[CH2:16][CH2:15][C:10]2([O:14][CH2:13][CH2:12][O:11]2)[CH2:9][CH2:8]1)[C:5]#N)[CH3:3].[S:17]1C=[CH:20][CH:19]=[C:18]1[Mg]Br.[Cl-].[NH4+].O, predict the reaction product. The product is: [O:14]1[C:10]2([CH2:15][CH2:16][CH:7]([CH:4]([N:2]([CH3:3])[CH3:1])[C:5]3[S:17][CH:18]=[CH:19][CH:20]=3)[CH2:8][CH2:9]2)[O:11][CH2:12][CH2:13]1. (7) Given the reactants C(O[C:6]([N:8]1[CH2:12][C:11](=[N:13][O:14][CH3:15])[CH2:10][C@H:9]1[C:16]([OH:18])=O)=[O:7])(C)(C)C.[C:19]1([C:28]2[CH:33]=[CH:32][CH:31]=[CH:30][CH:29]=2)[CH:24]=[CH:23][C:22](C(Cl)=O)=[CH:21][CH:20]=1.O[N:35]=[C:36]([NH2:42])[CH2:37][S:38]([CH3:41])(=[O:40])=[O:39], predict the reaction product. The product is: [CH3:15][O:14][N:13]=[C:11]1[CH2:10][C@@H:9]([C:16]2[O:18][N:42]=[C:36]([CH2:37][S:38]([CH3:41])(=[O:40])=[O:39])[N:35]=2)[N:8]([C:6]([C:31]2[CH:30]=[CH:29][C:28]([C:19]3[CH:20]=[CH:21][CH:22]=[CH:23][CH:24]=3)=[CH:33][CH:32]=2)=[O:7])[CH2:12]1.